From a dataset of Experimentally validated miRNA-target interactions with 360,000+ pairs, plus equal number of negative samples. Binary Classification. Given a miRNA mature sequence and a target amino acid sequence, predict their likelihood of interaction. (1) The miRNA is hsa-miR-4763-3p with sequence AGGCAGGGGCUGGUGCUGGGCGGG. The protein sequence of the target gene is MTESASSTSGQEFDVFSVMDWKDGVGTLPGSDLKFRVNEFGALEVITDESEMESVKKATATTTWMVPTAQDAPTSPPSSRPVFPPAYWTSPPGCPTVFSEKTGVPFRLKEQSKADGLQFCENCCQYGNGDECLSGGKYCSQNCARHAKDKDQKDERDGGEDNDEEDPKCSRKKKPKLSLKADSKDDGEERDDEMENKQDGRILRGSQRARRKRRGDSAVLKQGLPPKGKKTWCWASYLEEEKAVAVPTKLFKEHQSFPYNKNGFKVGMKLEGVDPDHQAMYCVLTVAEVCGYRIKLHFDG.... Result: 0 (no interaction). (2) The miRNA is mmu-miR-1839-3p with sequence AGACCUACUUAUCUACCAACAGC. The protein sequence of the target gene is MAGNSILLAAVSILSACQQSYFALQVGKARLKYKVTPPAVTGSPEFERVFRAQQNCVEFYPIFIITLWMAGWYFNQVFATCLGLVYIYGRHLYFWGYSEAAKKRITGFRLSLGILALLTLLGALGIANSFLDEYLDLNIAKKLRRQF. Result: 0 (no interaction). (3) The miRNA is hsa-miR-6760-5p with sequence CAGGGAGAAGGUGGAAGUGCAGA. The protein sequence of the target gene is METLSFPRYNVAEIVIHIRNKILTGADGKNLTKNDLYPNPKPEVLHMIYMRALQIVYGIRLEHFYMMPVNSEVMYPHLMEGFLPFSNLVTHLDSFLPICRVNDFETADILCPKAKRTSRFLSGIINFIHFREACRETYMEFLWQYKSSADKMQQLNAAHQEALMKLERLDSVPVEEQEEFKQLSDGIQELQQSLNQDFHQKTIVLQEGNSQKKSNISEKTKRLNELKLSVVSLKEIQESLKTKIVDSPEKLKNYKEKMKDTVQKLKNARQEVVEKYEIYGDSVDCLPSCQLEVQLYQKKI.... Result: 0 (no interaction). (4) The miRNA is hsa-miR-29b-3p with sequence UAGCACCAUUUGAAAUCAGUGUU. The protein sequence of the target gene is MNRCWALFLSLCCYLRLVSAEGDPIPEELYEMLSDHSIRSFDDLQRLLHGDPGEEDGAELDLNMTRSHSGGELESLARGRRSLGSLTIAEPAMIAECKTRTEVFEISRRLIDRTNANFLVWPPCVEVQRCSGCCNNRNVQCRPTQVQLRPVQVRKIEIVRKKPIFKKATVTLEDHLACKCETVAAARPVTRSPGGSQEQRAKTPQTRVTIRTVRVRRPPKGKHRKFKHTHDKTALKETLGA. Result: 1 (interaction).